This data is from Full USPTO retrosynthesis dataset with 1.9M reactions from patents (1976-2016). The task is: Predict the reactants needed to synthesize the given product. Given the product [CH2:17]([O:19][C:20](=[O:30])[CH2:21][C:22]1[NH:15][C:12]2[C:13]([C:23]=1[S:24][C:25]([CH3:28])([CH3:27])[CH3:26])=[CH:14][C:9]([S:8][C:5]1[CH:4]=[CH:3][C:2]([CH3:1])=[CH:7][N:6]=1)=[CH:10][CH:11]=2)[CH3:18], predict the reactants needed to synthesize it. The reactants are: [CH3:1][C:2]1[CH:3]=[CH:4][C:5]([S:8][C:9]2[CH:14]=[CH:13][C:12]([NH:15]N)=[CH:11][CH:10]=2)=[N:6][CH:7]=1.[CH2:17]([O:19][C:20](=[O:30])[CH2:21][C:22](=O)[CH2:23][S:24][C:25]([CH3:28])([CH3:27])[CH3:26])[CH3:18].